Dataset: Catalyst prediction with 721,799 reactions and 888 catalyst types from USPTO. Task: Predict which catalyst facilitates the given reaction. (1) Reactant: [CH3:1][N:2]1[C:14]2[CH2:13][CH2:12][C@@H:11]([CH:15]3[CH2:20][CH2:19][O:18][CH2:17][CH2:16]3)[CH2:10][C:9]=2[C:8]2[C:3]1=[CH:4][CH:5]=[C:6]([C:21]([OH:23])=O)[CH:7]=2.Cl.[CH3:25][NH:26][CH2:27][CH2:28][CH2:29][C:30]([O:32][CH3:33])=[O:31].CN(C(ON1N=NC2C=CC=NC1=2)=[N+](C)C)C.F[P-](F)(F)(F)(F)F.C(N(CC)C(C)C)(C)C. Product: [CH3:25][N:26]([CH2:27][CH2:28][CH2:29][C:30]([O:32][CH3:33])=[O:31])[C:21]([C:6]1[CH:7]=[C:8]2[C:3](=[CH:4][CH:5]=1)[N:2]([CH3:1])[C:14]1[CH2:13][CH2:12][C@@H:11]([CH:15]3[CH2:20][CH2:19][O:18][CH2:17][CH2:16]3)[CH2:10][C:9]2=1)=[O:23]. The catalyst class is: 3. (2) Reactant: [CH2:1]([C:8]1[CH:9]=[N:10][C:11]2[C:16]([C:17]=1[C:18]1[CH:19]=[C:20]([OH:24])[CH:21]=[CH:22][CH:23]=1)=[CH:15][CH:14]=[CH:13][C:12]=2[C:25]([F:28])([F:27])[F:26])[C:2]1[CH:7]=[CH:6][CH:5]=[CH:4][CH:3]=1.C[O:30][C:31](=[O:43])[C:32]([C:35]1[CH:40]=[CH:39][C:38]([CH2:41]Br)=[CH:37][CH:36]=1)([CH3:34])[CH3:33].C([O-])([O-])=O.[K+].[K+]. Product: [CH2:1]([C:8]1[CH:9]=[N:10][C:11]2[C:16]([C:17]=1[C:18]1[CH:19]=[C:20]([CH:21]=[CH:22][CH:23]=1)[O:24][CH2:41][C:38]1[CH:37]=[CH:36][C:35]([C:32]([CH3:34])([CH3:33])[C:31]([OH:43])=[O:30])=[CH:40][CH:39]=1)=[CH:15][CH:14]=[CH:13][C:12]=2[C:25]([F:28])([F:26])[F:27])[C:2]1[CH:3]=[CH:4][CH:5]=[CH:6][CH:7]=1. The catalyst class is: 21.